Dataset: Catalyst prediction with 721,799 reactions and 888 catalyst types from USPTO. Task: Predict which catalyst facilitates the given reaction. (1) Product: [NH2:3][O:12][CH2:13][C:14]1[CH:22]=[CH:21][C:17]([C:18]([NH2:20])=[O:19])=[CH:16][N:15]=1. Reactant: O=C1C2C(=CC=CC=2)C(=O)[N:3]1[O:12][CH2:13][C:14]1[CH:22]=[CH:21][C:17]([C:18]([NH2:20])=[O:19])=[CH:16][N:15]=1.CN.CO. The catalyst class is: 5. (2) Reactant: [Cl:1][C:2]1[C:3]([O:12][C:13]2[CH:18]=[C:17]([O:19][CH2:20][O:21][CH3:22])[CH:16]=[CH:15][C:14]=2[CH2:23][CH2:24][CH2:25][OH:26])=[N:4][CH:5]=[C:6]([C:8]([F:11])([F:10])[F:9])[CH:7]=1.Cl[S:28]([N:31]=[C:32]=[O:33])(=[O:30])=[O:29].[NH2:34][CH2:35][CH2:36][O:37][CH:38]([CH3:40])[CH3:39].Cl. Product: [CH:38]([O:37][CH2:36][CH2:35][NH:34][S:28]([NH:31][C:32](=[O:33])[O:26][CH2:25][CH2:24][CH2:23][C:14]1[CH:15]=[CH:16][C:17]([O:19][CH2:20][O:21][CH3:22])=[CH:18][C:13]=1[O:12][C:3]1[C:2]([Cl:1])=[CH:7][C:6]([C:8]([F:9])([F:11])[F:10])=[CH:5][N:4]=1)(=[O:30])=[O:29])([CH3:40])[CH3:39]. The catalyst class is: 852. (3) Reactant: [C:1](=[N:9][OH:10])([NH2:8])[C:2]1[CH:7]=[CH:6][CH:5]=[CH:4][CH:3]=1.[OH-].[Na+].[S:13]1[CH:17]=[CH:16][CH:15]=[C:14]1[C:18](Cl)=O.O. Product: [C:2]1([C:1]2[N:8]=[C:18]([C:14]3[S:13][CH:17]=[CH:16][CH:15]=3)[O:10][N:9]=2)[CH:7]=[CH:6][CH:5]=[CH:4][CH:3]=1. The catalyst class is: 21. (4) Reactant: I[C:2]1[C:6]([C:7]([O:9][CH2:10][CH3:11])=[O:8])=[CH:5][N:4]([CH2:12][O:13][CH2:14][CH2:15][Si:16]([CH3:19])([CH3:18])[CH3:17])[N:3]=1.[CH3:20][C:21]1[CH:32]=[CH:31][C:24]2[S:25][C:26](B(O)O)=[CH:27][C:23]=2[CH:22]=1.C(=O)([O-])[O-].[K+].[K+]. Product: [CH3:20][C:21]1[CH:32]=[CH:31][C:24]2[S:25][C:26]([C:2]3[C:6]([C:7]([O:9][CH2:10][CH3:11])=[O:8])=[CH:5][N:4]([CH2:12][O:13][CH2:14][CH2:15][Si:16]([CH3:19])([CH3:18])[CH3:17])[N:3]=3)=[CH:27][C:23]=2[CH:22]=1. The catalyst class is: 70. (5) Reactant: [F:1][C:2]([F:24])([F:23])[C:3]1[CH:4]=[C:5]([C:13]2[N:17]=[CH:16][N:15](/[CH:18]=[CH:19]\[C:20]([OH:22])=O)[N:14]=2)[CH:6]=[C:7]([C:9]([F:12])([F:11])[F:10])[CH:8]=1.Cl.[NH:26]([C:28]1[CH:33]=[CH:32][N:31]=[CH:30][CH:29]=1)[NH2:27].C(P1(=O)OP(CCC)(=O)OP(CCC)(=O)O1)CC.CCN(C(C)C)C(C)C. The catalyst class is: 25. Product: [F:24][C:2]([F:23])([F:1])[C:3]1[CH:4]=[C:5]([C:13]2[N:17]=[CH:16][N:15](/[CH:18]=[CH:19]\[C:20]([NH:27][NH:26][C:28]3[CH:33]=[CH:32][N:31]=[CH:30][CH:29]=3)=[O:22])[N:14]=2)[CH:6]=[C:7]([C:9]([F:10])([F:12])[F:11])[CH:8]=1.